From a dataset of Reaction yield outcomes from USPTO patents with 853,638 reactions. Predict the reaction yield, written as a fraction of the theoretical maximum amount of product (1.0 means a 100% yield; for example, 0.34 means a 34% yield). (1) The reactants are O.[NH2:2][NH2:3].[CH2:4]([O:6][C:7](=[O:24])/[C:8](/O)=[CH:9]/[C:10](=O)[C:11]1[CH:16]=[CH:15][C:14]([O:17][C:18]([F:21])([F:20])[F:19])=[CH:13][CH:12]=1)[CH3:5]. The catalyst is C(O)C. The product is [CH2:4]([O:6][C:7]([C:8]1[CH:9]=[C:10]([C:11]2[CH:16]=[CH:15][C:14]([O:17][C:18]([F:21])([F:20])[F:19])=[CH:13][CH:12]=2)[NH:3][N:2]=1)=[O:24])[CH3:5]. The yield is 0.610. (2) The reactants are [Br:1][C:2]1[CH:3]=[C:4]([NH:13][CH:14]2[CH2:19][CH2:18][O:17][CH2:16][CH2:15]2)[C:5]([CH3:12])=[C:6]([CH:11]=1)[C:7]([O:9][CH3:10])=[O:8].[C:20](=O)([O-])[O-].[Cs+].[Cs+].CI. The catalyst is C(#N)C. The product is [Br:1][C:2]1[CH:3]=[C:4]([N:13]([CH3:20])[CH:14]2[CH2:19][CH2:18][O:17][CH2:16][CH2:15]2)[C:5]([CH3:12])=[C:6]([CH:11]=1)[C:7]([O:9][CH3:10])=[O:8]. The yield is 0.800. (3) The reactants are [Cl:1][C:2]1[CH:3]=[C:4]2[C:13](=[C:14]3[C:19]=1[CH:18]=[CH:17][CH:16]=[N:15]3)[NH:12][S:11](=[O:21])(=[O:20])[C:10]1[C:5]2=[CH:6][C:7](F)=[CH:8][CH:9]=1.[CH3:23][CH2:24][OH:25].[H-].[Na+]. The catalyst is CN1C(=O)CCC1. The product is [Cl:1][C:2]1[CH:3]=[C:4]2[C:13](=[C:14]3[C:19]=1[CH:18]=[CH:17][CH:16]=[N:15]3)[NH:12][S:11](=[O:21])(=[O:20])[C:10]1[C:5]2=[CH:6][C:7]([O:25][CH2:24][CH3:23])=[CH:8][CH:9]=1. The yield is 0.0900. (4) The reactants are [Cl:1][C:2]1[N:3]=[C:4]2[C:9](=[CH:10][CH:11]=1)[N:8]=[CH:7][C:6]([C:12](=[O:14])[CH3:13])=[C:5]2[NH:15][C@H:16]1[CH2:21][CH2:20][C@H:19]([CH2:22][N:23]([CH3:25])[CH3:24])[CH2:18][CH2:17]1.[Cl:26][C:27]1[CH:32]=[C:31](B2OC(C)(C)C(C)(C)O2)[CH:30]=[C:29]([Cl:42])[C:28]=1[OH:43].C1(N)C(F)=C(F)C(F)=C(N)C=1F.Cl.Cl. No catalyst specified. The product is [ClH:1].[ClH:26].[Cl:26][C:27]1[CH:32]=[C:31]([C:2]2[N:3]=[C:4]3[C:9](=[CH:10][CH:11]=2)[N:8]=[CH:7][C:6]([C:12](=[O:14])[CH3:13])=[C:5]3[NH:15][C@H:16]2[CH2:17][CH2:18][C@H:19]([CH2:22][N:23]([CH3:24])[CH3:25])[CH2:20][CH2:21]2)[CH:30]=[C:29]([Cl:42])[C:28]=1[OH:43]. The yield is 0.580. (5) The reactants are [CH:1]1([NH:6][NH2:7])[CH2:5][CH2:4][CH2:3][CH2:2]1.C[O-].[Na+].C(O[CH:14]=[C:15]([C:18]#[N:19])[C:16]#[N:17])C. The catalyst is C(O)C. The product is [NH2:19][C:18]1[N:6]([CH:1]2[CH2:5][CH2:4][CH2:3][CH2:2]2)[N:7]=[CH:14][C:15]=1[C:16]#[N:17]. The yield is 0.340.